From a dataset of Forward reaction prediction with 1.9M reactions from USPTO patents (1976-2016). Predict the product of the given reaction. (1) Given the reactants [Cl:1][C:2]1[CH:17]=[CH:16][C:5]([C:6]([NH:8][C:9]2[CH:10]=[N:11][C:12]([OH:15])=[CH:13][CH:14]=2)=[O:7])=[CH:4][CH:3]=1.[CH3:18][N:19]([C:23]1[CH:28]=[CH:27][CH:26]=[CH:25][CH:24]=1)[C:20](Cl)=[O:21].N12CCN(CC1)CC2.CN(C)C=O, predict the reaction product. The product is: [Cl:1][C:2]1[CH:17]=[CH:16][C:5]([C:6]([NH:8][C:9]2[CH:14]=[CH:13][C:12]([O:15][C:20](=[O:21])[N:19]([CH3:18])[C:23]3[CH:28]=[CH:27][CH:26]=[CH:25][CH:24]=3)=[N:11][CH:10]=2)=[O:7])=[CH:4][CH:3]=1. (2) Given the reactants C1(P([N:15]=[N+:16]=[N-])(C2C=CC=CC=2)=O)C=CC=CC=1.N12CCCN=C1CCCCC2.[Cl:29][C:30]1[CH:35]=[CH:34][CH:33]=[CH:32][C:31]=1[CH:36]([C:67]1[CH:72]=[CH:71][CH:70]=[CH:69][C:68]=1[Cl:73])[N:37]1[CH:42]2[CH2:43][CH2:44][CH:38]1[CH2:39][C:40]([C:46]1[N:51]=[C:50]([CH2:52][NH:53]C(NCCNC(=O)OC(C)(C)C)=O)[CH:49]=[CH:48][CH:47]=1)([OH:45])[CH2:41]2, predict the reaction product. The product is: [N:53]([CH2:52][C:50]1[N:51]=[C:46]([C:40]2([OH:45])[CH2:39][CH:38]3[N:37]([CH:36]([C:67]4[CH:72]=[CH:71][CH:70]=[CH:69][C:68]=4[Cl:73])[C:31]4[CH:32]=[CH:33][CH:34]=[CH:35][C:30]=4[Cl:29])[CH:42]([CH2:43][CH2:44]3)[CH2:41]2)[CH:47]=[CH:48][CH:49]=1)=[N+:15]=[N-:16]. (3) Given the reactants C(N(CC)CC)C.[CH:8]([C:10]1[C:18]2[C:13](=[CH:14][CH:15]=[C:16]([C:19]#[N:20])[CH:17]=2)[N:12]([CH3:21])[N:11]=1)=[O:9].[CH:22](=[N:29][C:30]1[CH:35]=[CH:34][CH:33]=[C:32]([O:36][CH3:37])[CH:31]=1)[C:23]1[CH:28]=[CH:27][CH:26]=[CH:25][CH:24]=1, predict the reaction product. The product is: [CH3:37][O:36][C:32]1[CH:31]=[C:30]([NH:29][CH:22]([C:23]2[CH:28]=[CH:27][CH:26]=[CH:25][CH:24]=2)[C:8]([C:10]2[C:18]3[C:13](=[CH:14][CH:15]=[C:16]([C:19]#[N:20])[CH:17]=3)[N:12]([CH3:21])[N:11]=2)=[O:9])[CH:35]=[CH:34][CH:33]=1. (4) Given the reactants C([N:8]1[CH:13]([C:14]2[CH:19]=[CH:18][CH:17]=[CH:16][CH:15]=2)[CH2:12][C:11]([CH3:21])([CH3:20])[N:10]2[N:22]=[CH:23][C:24]([C:25](=[O:36])[C:26]([CH3:35])([C:28]3[CH:33]=[CH:32][C:31]([CH3:34])=[CH:30][CH:29]=3)[CH3:27])=[C:9]12)C1C=CC=CC=1.C(O)C.[H][H], predict the reaction product. The product is: [CH3:20][C:11]1([CH3:21])[N:10]2[N:22]=[CH:23][C:24]([C:25](=[O:36])[C:26]([CH3:27])([C:28]3[CH:33]=[CH:32][C:31]([CH3:34])=[CH:30][CH:29]=3)[CH3:35])=[C:9]2[NH:8][CH:13]([C:14]2[CH:19]=[CH:18][CH:17]=[CH:16][CH:15]=2)[CH2:12]1. (5) Given the reactants [CH2:1]([O:3][C:4](=[O:19])[NH:5][C:6]1[C:11]([O:12][C:13]([F:16])([F:15])[F:14])=[CH:10][CH:9]=[C:8]([F:17])[C:7]=1I)[CH3:2].[Si:20]([C:24]#[CH:25])([CH3:23])([CH3:22])[CH3:21].[Cl-], predict the reaction product. The product is: [CH2:1]([O:3][C:4](=[O:19])[NH:5][C:6]1[C:11]([O:12][C:13]([F:16])([F:15])[F:14])=[CH:10][CH:9]=[C:8]([F:17])[C:7]=1[C:25]#[C:24][Si:20]([CH3:23])([CH3:22])[CH3:21])[CH3:2].